Dataset: Forward reaction prediction with 1.9M reactions from USPTO patents (1976-2016). Task: Predict the product of the given reaction. (1) Given the reactants [NH2:1][C:2]1[C:7]([O:8][CH2:9][C:10]([O:12]C(C)(C)C)=O)=[C:6]([NH2:17])[N:5]=[C:4]([C:18]2[C:22]([CH3:23])=[C:21]([CH:24]3[CH2:26][CH2:25]3)[N:20]([CH2:27][C:28]3[C:33]([F:34])=[CH:32][C:31]([O:35][CH2:36][CH3:37])=[CH:30][C:29]=3[F:38])[N:19]=2)[N:3]=1, predict the reaction product. The product is: [NH2:1][C:2]1[C:7]2[O:8][CH2:9][C:10](=[O:12])[NH:17][C:6]=2[N:5]=[C:4]([C:18]2[C:22]([CH3:23])=[C:21]([CH:24]3[CH2:25][CH2:26]3)[N:20]([CH2:27][C:28]3[C:29]([F:38])=[CH:30][C:31]([O:35][CH2:36][CH3:37])=[CH:32][C:33]=3[F:34])[N:19]=2)[N:3]=1. (2) Given the reactants [F:1][C:2]([F:27])([F:26])[C:3]1[CH:21]=[C:20]([C:22]([F:25])([F:24])[F:23])[CH:19]=[CH:18][C:4]=1[CH2:5][N:6]1[C:14]2[C:9](=[CH:10][C:11]([CH:15]=[O:16])=[CH:12][CH:13]=2)[C:8](I)=[N:7]1.[C:28]([Cu])#[N:29], predict the reaction product. The product is: [F:1][C:2]([F:27])([F:26])[C:3]1[CH:21]=[C:20]([C:22]([F:25])([F:24])[F:23])[CH:19]=[CH:18][C:4]=1[CH2:5][N:6]1[C:14]2[C:9](=[CH:10][C:11]([CH:15]=[O:16])=[CH:12][CH:13]=2)[C:8]([C:28]#[N:29])=[N:7]1. (3) Given the reactants [NH2:1][C:2]1[CH:3]=[C:4]([CH:8]=[C:9]([CH:11]=[C:12]([CH3:14])[CH3:13])[CH:10]=1)[C:5]([OH:7])=[O:6], predict the reaction product. The product is: [NH2:1][C:2]1[CH:3]=[C:4]([CH:8]=[C:9]([CH2:11][CH:12]([CH3:14])[CH3:13])[CH:10]=1)[C:5]([OH:7])=[O:6]. (4) Given the reactants C1C=C(Cl)C=C(C(OO)=O)C=1.[S:12]1[CH:16]=[CH:15][C:14]2[C:17]([NH:21][C:22]3[N:23]=[C:24](SC)[N:25]=[N:26][C:27]=3[C:28]([O:30][CH2:31][CH3:32])=[O:29])=[CH:18][CH:19]=[CH:20][C:13]1=2.[C:35]([O:39][C:40](=[O:49])[NH:41][C@H:42]1[CH2:47][CH2:46][CH2:45][CH2:44][C@H:43]1[NH2:48])([CH3:38])([CH3:37])[CH3:36].C(N(C(C)C)CC)(C)C, predict the reaction product. The product is: [S:12]1[CH:16]=[CH:15][C:14]2[C:17]([NH:21][C:22]3[N:23]=[C:24]([NH:48][C@@H:43]4[CH2:44][CH2:45][CH2:46][CH2:47][C@@H:42]4[NH:41][C:40]([O:39][C:35]([CH3:38])([CH3:37])[CH3:36])=[O:49])[N:25]=[N:26][C:27]=3[C:28]([O:30][CH2:31][CH3:32])=[O:29])=[CH:18][CH:19]=[CH:20][C:13]1=2. (5) The product is: [ClH:50].[NH2:7][C@@H:8]1[CH2:13][CH2:12][CH2:11][N:10]([C:14]([C:16]2[CH:39]=[C:38]([O:40][CH3:41])[C:19]3[N:20]([CH2:34][CH2:35][O:36][CH3:37])[C:21]([C:23]4[N:31]([CH2:32][CH3:33])[C:26]5=[N:27][CH:28]=[CH:29][CH:30]=[C:25]5[CH:24]=4)=[N:22][C:18]=3[CH:17]=2)=[O:15])[CH2:9]1. Given the reactants C(OC(=O)[NH:7][C@@H:8]1[CH2:13][CH2:12][CH2:11][N:10]([C:14]([C:16]2[CH:39]=[C:38]([O:40][CH3:41])[C:19]3[N:20]([CH2:34][CH2:35][O:36][CH3:37])[C:21]([C:23]4[N:31]([CH2:32][CH3:33])[C:26]5=[N:27][CH:28]=[CH:29][CH:30]=[C:25]5[CH:24]=4)=[N:22][C:18]=3[CH:17]=2)=[O:15])[CH2:9]1)(C)(C)C.C(O)(C(F)(F)F)=O.[Cl:50]CCl, predict the reaction product. (6) The product is: [S:21]1[CH:25]=[C:24]([C:26](=[O:30])[CH2:27][CH2:28][N:19]2[CH2:20][CH:12]3[N:11]([C:2]4[CH:3]=[CH:4][C:5]5[C:10](=[CH:9][CH:8]=[CH:7][CH:6]=5)[CH:1]=4)[CH2:18][CH:17]2[CH2:16][CH:15]=[CH:14][CH2:13]3)[C:23]2[CH:31]=[CH:32][CH:33]=[CH:34][C:22]1=2.[ClH:29]. Given the reactants [CH:1]1[C:10]2[C:5](=[CH:6][CH:7]=[CH:8][CH:9]=2)[CH:4]=[CH:3][C:2]=1[N:11]1[CH2:18][C@H:17]2[NH:19][CH2:20][C@@H:12]1[CH2:13][CH:14]=[CH:15][CH2:16]2.[S:21]1[CH:25]=[C:24]([C:26](=[O:30])[CH2:27][CH2:28][Cl:29])[C:23]2[CH:31]=[CH:32][CH:33]=[CH:34][C:22]1=2.CCN(C(C)C)C(C)C.Cl, predict the reaction product.